From a dataset of Catalyst prediction with 721,799 reactions and 888 catalyst types from USPTO. Predict which catalyst facilitates the given reaction. (1) Reactant: [OH:1][C:2]([C:4]([F:7])([F:6])[F:5])=[O:3].[CH2:8]([N:15]1[CH2:24][CH2:23][C:22]2[C:17](=[N:18][C:19](Cl)=[C:20]([NH:25][CH2:26][CH:27]([F:29])[F:28])[N:21]=2)[CH2:16]1)[C:9]1[CH:14]=[CH:13][CH:12]=[CH:11][CH:10]=1.Cl.[F:32][C:33]1[CH:45]=[C:44]([F:46])[CH:43]=[CH:42][C:34]=1[O:35][CH:36]1[CH2:41][CH2:40][NH:39][CH2:38][CH2:37]1.CC(C)([O-])C.[Na+]. Product: [CH2:8]([N:15]1[CH2:24][CH2:23][C:22]2[C:17](=[N:18][C:19]([N:39]3[CH2:38][CH2:37][CH:36]([O:35][C:34]4[CH:42]=[CH:43][C:44]([F:46])=[CH:45][C:33]=4[F:32])[CH2:41][CH2:40]3)=[C:20]([NH:25][CH2:26][CH:27]([F:29])[F:28])[N:21]=2)[CH2:16]1)[C:9]1[CH:14]=[CH:13][CH:12]=[CH:11][CH:10]=1.[C:2]([OH:3])([C:4]([F:7])([F:6])[F:5])=[O:1]. The catalyst class is: 733. (2) Reactant: [CH3:1][N:2]1[CH2:10][CH2:9][CH:5]([C:6]([NH2:8])=O)[CH2:4][CH2:3]1.[H-].[Al+3].[Li+].[H-].[H-].[H-].O.[OH-].[Na+]. Product: [NH2:8][CH2:6][CH:5]1[CH2:9][CH2:10][N:2]([CH3:1])[CH2:3][CH2:4]1. The catalyst class is: 1.